Dataset: Catalyst prediction with 721,799 reactions and 888 catalyst types from USPTO. Task: Predict which catalyst facilitates the given reaction. Reactant: [C:1]([CH2:3][CH2:4][N:5]([CH:36]1[CH2:38][CH2:37]1)[C:6]1[C:7]2[CH2:28][N:27](C(OC(C)(C)C)=O)[CH2:26][CH2:25][C:8]=2[N:9]=[C:10]([NH:12][C:13]2[CH:18]=[CH:17][C:16]([N:19]3[CH:23]=[CH:22][N:21]=[C:20]3[CH3:24])=[CH:15][CH:14]=2)[N:11]=1)#[N:2].Cl. Product: [CH:36]1([N:5]([C:6]2[C:7]3[CH2:28][NH:27][CH2:26][CH2:25][C:8]=3[N:9]=[C:10]([NH:12][C:13]3[CH:18]=[CH:17][C:16]([N:19]4[CH:23]=[CH:22][N:21]=[C:20]4[CH3:24])=[CH:15][CH:14]=3)[N:11]=2)[CH2:4][CH2:3][C:1]#[N:2])[CH2:37][CH2:38]1. The catalyst class is: 5.